Dataset: Catalyst prediction with 721,799 reactions and 888 catalyst types from USPTO. Task: Predict which catalyst facilitates the given reaction. (1) Reactant: [CH2:1]([O:3][C:4]([C:6]1[NH:7][C:8]([CH3:21])=[C:9]([C:12]2[CH:17]=[CH:16][C:15]([C:18]([OH:20])=O)=[CH:14][CH:13]=2)[C:10]=1[CH3:11])=[O:5])[CH3:2].C(Cl)(=O)C(Cl)=O.[CH3:28][O:29][C:30]1[CH:35]=[CH:34][CH:33]=[CH:32][C:31]=1[NH2:36].C(=O)(O)[O-].[Na+]. Product: [CH2:1]([O:3][C:4]([C:6]1[NH:7][C:8]([CH3:21])=[C:9]([C:12]2[CH:13]=[CH:14][C:15]([C:18](=[O:20])[NH:36][C:31]3[CH:32]=[CH:33][CH:34]=[CH:35][C:30]=3[O:29][CH3:28])=[CH:16][CH:17]=2)[C:10]=1[CH3:11])=[O:5])[CH3:2]. The catalyst class is: 85. (2) Reactant: [Br:1][C:2]1[CH:7]=[CH:6][C:5]([CH2:8]Br)=[CH:4][N:3]=1.[NH:10]1[CH2:14][CH2:13][CH2:12][CH2:11]1.C(=O)([O-])[O-].[K+].[K+].C(OCC)(=O)C. Product: [Br:1][C:2]1[CH:7]=[CH:6][C:5]([CH2:8][N:10]2[CH2:14][CH2:13][CH2:12][CH2:11]2)=[CH:4][N:3]=1. The catalyst class is: 10.